From a dataset of Peptide-MHC class II binding affinity with 134,281 pairs from IEDB. Regression. Given a peptide amino acid sequence and an MHC pseudo amino acid sequence, predict their binding affinity value. This is MHC class II binding data. (1) The peptide sequence is RSVQRNTVFKAGDLG. The MHC is DRB1_0301 with pseudo-sequence DRB1_0301. The binding affinity (normalized) is 0.297. (2) The peptide sequence is EQISVLRKAFDAFDR. The MHC is DRB3_0202 with pseudo-sequence DRB3_0202. The binding affinity (normalized) is 0.120. (3) The peptide sequence is PNMLRIMASLVLARK. The MHC is DRB1_0401 with pseudo-sequence DRB1_0401. The binding affinity (normalized) is 0.434. (4) The peptide sequence is QTDIPSEPWNTGHDW. The MHC is DRB1_0801 with pseudo-sequence DRB1_0801. The binding affinity (normalized) is 0. (5) The peptide sequence is SKLKAEATTDGLGWY. The MHC is HLA-DQA10501-DQB10301 with pseudo-sequence HLA-DQA10501-DQB10301. The binding affinity (normalized) is 0.279.